Dataset: Reaction yield outcomes from USPTO patents with 853,638 reactions. Task: Predict the reaction yield, written as a fraction of the theoretical maximum amount of product (1.0 means a 100% yield; for example, 0.34 means a 34% yield). (1) The reactants are Cl[C:2]1[N:7]=[CH:6][C:5]([CH:8]([CH3:14])[C:9]([O:11][CH2:12][CH3:13])=[O:10])=[CH:4][CH:3]=1.[CH3:15][N:16](C)C=O. The catalyst is [C-]#N.[Zn+2].[C-]#N.C1C=CC([P]([Pd]([P](C2C=CC=CC=2)(C2C=CC=CC=2)C2C=CC=CC=2)([P](C2C=CC=CC=2)(C2C=CC=CC=2)C2C=CC=CC=2)[P](C2C=CC=CC=2)(C2C=CC=CC=2)C2C=CC=CC=2)(C2C=CC=CC=2)C2C=CC=CC=2)=CC=1. The product is [C:15]([C:2]1[N:7]=[CH:6][C:5]([CH:8]([CH3:14])[C:9]([O:11][CH2:12][CH3:13])=[O:10])=[CH:4][CH:3]=1)#[N:16]. The yield is 0.560. (2) The reactants are Br[C:2]1[CH:7]=[CH:6][C:5]([OH:8])=[CH:4][C:3]=1[CH3:9].[C:10]([O:14][CH2:15][CH3:16])(=[O:13])[CH:11]=[CH2:12].C1(C)C=CC=CC=1P(C1C=CC=CC=1C)C1C=CC=CC=1C.C(N(CC)CC)C. The catalyst is CN(C=O)C.CCOC(C)=O.C([O-])(=O)C.[Pd+2].C([O-])(=O)C. The product is [OH:8][C:5]1[CH:6]=[CH:7][C:2](/[CH:12]=[CH:11]/[C:10]([O:14][CH2:15][CH3:16])=[O:13])=[C:3]([CH3:9])[CH:4]=1. The yield is 0.440. (3) The reactants are CN(C(ON1N=NC2C=CC=NC1=2)=[N+](C)C)C.F[P-](F)(F)(F)(F)F.[F:25][C:26]1[CH:27]=[C:28]([C:34]2[CH:39]=[CH:38][C:37]([C:40]([OH:42])=O)=[C:36]([N+:43]([O-:45])=[O:44])[CH:35]=2)[CH:29]=[CH:30][C:31]=1[O:32][CH3:33].Cl.[NH2:47][C:48]1([C:56]([O:58][CH3:59])=[O:57])[CH2:55][CH2:54][CH2:53][CH2:52][CH2:51][CH2:50][CH2:49]1.C(N(C(C)C)CC)(C)C. The catalyst is CN(C=O)C.C(OCC)(=O)C. The product is [F:25][C:26]1[CH:27]=[C:28]([C:34]2[CH:39]=[CH:38][C:37]([C:40]([NH:47][C:48]3([C:56]([O:58][CH3:59])=[O:57])[CH2:55][CH2:54][CH2:53][CH2:52][CH2:51][CH2:50][CH2:49]3)=[O:42])=[C:36]([N+:43]([O-:45])=[O:44])[CH:35]=2)[CH:29]=[CH:30][C:31]=1[O:32][CH3:33]. The yield is 0.510.